The task is: Predict which catalyst facilitates the given reaction.. This data is from Catalyst prediction with 721,799 reactions and 888 catalyst types from USPTO. (1) Reactant: N[CH2:2][CH2:3][N:4]([CH3:26])[C:5]1[C:6]([CH3:25])=[C:7]([CH:21]=[C:22]([Cl:24])[CH:23]=1)[C:8]([NH:10][CH2:11][C:12]1[C:13](=[O:20])[NH:14][C:15]([CH3:19])=[CH:16][C:17]=1[CH3:18])=[O:9].[CH2:27]=O.[C:29]([BH3-])#[N:30].[Na+]. Product: [Cl:24][C:22]1[CH:23]=[C:5]([N:4]([CH2:3][CH2:2][N:30]([CH3:29])[CH3:27])[CH3:26])[C:6]([CH3:25])=[C:7]([CH:21]=1)[C:8]([NH:10][CH2:11][C:12]1[C:13](=[O:20])[NH:14][C:15]([CH3:19])=[CH:16][C:17]=1[CH3:18])=[O:9]. The catalyst class is: 5. (2) Reactant: [CH3:1][O:2][C:3]1[CH:8]=[C:7]([N:9]2[CH2:14][CH2:13][O:12][CH2:11][CH2:10]2)[CH:6]=[CH:5][C:4]=1[NH:15][C:16]1[N:21]=[C:20]([C:22]2[N:26]3[CH:27]=[CH:28][CH:29]=[CH:30][C:25]3=[N:24][C:23]=2[C:31]2[CH:32]=[C:33]([CH:38]=[CH:39][CH:40]=2)[C:34]([O:36]C)=O)[CH:19]=[CH:18][N:17]=1.[F:41][C:42]1[CH:48]=[CH:47][CH:46]=[C:45]([F:49])[C:43]=1[NH2:44].C[Si]([N-][Si](C)(C)C)(C)C.[Na+]. Product: [F:41][C:42]1[CH:48]=[CH:47][CH:46]=[C:45]([F:49])[C:43]=1[NH:44][C:34](=[O:36])[C:33]1[CH:38]=[CH:39][CH:40]=[C:31]([C:23]2[N:24]=[C:25]3[CH:30]=[CH:29][CH:28]=[CH:27][N:26]3[C:22]=2[C:20]2[CH:19]=[CH:18][N:17]=[C:16]([NH:15][C:4]3[CH:5]=[CH:6][C:7]([N:9]4[CH2:14][CH2:13][O:12][CH2:11][CH2:10]4)=[CH:8][C:3]=3[O:2][CH3:1])[N:21]=2)[CH:32]=1. The catalyst class is: 1.